From a dataset of Forward reaction prediction with 1.9M reactions from USPTO patents (1976-2016). Predict the product of the given reaction. (1) The product is: [I:28][C:15]1[C:16]([C:23]([O:25][CH2:26][CH3:27])=[O:24])=[C:17]2[C:18](=[O:19])[NH:8][C:9]3([CH2:11][CH2:10]3)[CH2:12][N:13]2[N:14]=1. Given the reactants C(OC([NH:8][C:9]1([CH2:12][N:13]2[C:17]([C:18](OCC)=[O:19])=[C:16]([C:23]([O:25][CH2:26][CH3:27])=[O:24])[C:15]([I:28])=[N:14]2)[CH2:11][CH2:10]1)=O)(C)(C)C.Cl, predict the reaction product. (2) Given the reactants BrCCBr.[Mg].Br[CH:7]1[CH2:10][CH2:9][CH2:8]1.[CH2:11]([O:18][C:19]1[CH:28]=[C:27](I)[CH:26]=[CH:25][C:20]=1[C:21]([O:23][CH3:24])=[O:22])[C:12]1[CH:17]=[CH:16][CH:15]=[CH:14][CH:13]=1.C1(P(C2C=CC=CC=2)C2C3OC4C(=CC=CC=4P(C4C=CC=CC=4)C4C=CC=CC=4)C(C)(C)C=3C=CC=2)C=CC=CC=1, predict the reaction product. The product is: [CH2:11]([O:18][C:19]1[CH:28]=[C:27]([CH:7]2[CH2:10][CH2:9][CH2:8]2)[CH:26]=[CH:25][C:20]=1[C:21]([O:23][CH3:24])=[O:22])[C:12]1[CH:13]=[CH:14][CH:15]=[CH:16][CH:17]=1. (3) Given the reactants [CH2:1]([O:3][C:4](=[O:29])[CH2:5][NH:6][C:7](=[O:28])[CH2:8][NH:9][C:10](=[O:27])[C@H:11]([CH2:20][CH:21]1[CH2:26][CH2:25][CH2:24][CH2:23][CH2:22]1)[NH:12]C(OC(C)(C)C)=O)[CH3:2].[ClH:30].CCOC(C)=O, predict the reaction product. The product is: [ClH:30].[CH2:1]([O:3][C:4](=[O:29])[CH2:5][NH:6][C:7](=[O:28])[CH2:8][NH:9][C:10](=[O:27])[C@H:11]([CH2:20][CH:21]1[CH2:22][CH2:23][CH2:24][CH2:25][CH2:26]1)[NH2:12])[CH3:2].